This data is from Forward reaction prediction with 1.9M reactions from USPTO patents (1976-2016). The task is: Predict the product of the given reaction. (1) Given the reactants [H-].[Na+].[C:3]([O:9][CH3:10])(=[O:8])[C:4]([O:6]C)=O.[CH3:11][C:12](=[O:22])[CH2:13][CH2:14][CH2:15][CH2:16][CH2:17][CH2:18][CH2:19][CH2:20][CH3:21].Cl, predict the reaction product. The product is: [OH:6]/[C:4](=[CH:11]\[C:12](=[O:22])[CH2:13][CH2:14][CH2:15][CH2:16][CH2:17][CH2:18][CH2:19][CH2:20][CH3:21])/[C:3]([O:9][CH3:10])=[O:8]. (2) The product is: [Br:1][C:2]1[CH:3]=[CH:4][CH:5]=[C:6]2[C:11]=1[N:10]=[C:9]([O:25][C:19]1[CH:24]=[CH:23][CH:22]=[CH:21][CH:20]=1)[N:8]=[CH:7]2. Given the reactants [Br:1][C:2]1[CH:3]=[CH:4][CH:5]=[C:6]2[C:11]=1[N:10]=[C:9](Cl)[N:8]=[CH:7]2.C(=O)([O-])[O-].[Cs+].[Cs+].[C:19]1([OH:25])[CH:24]=[CH:23][CH:22]=[CH:21][CH:20]=1, predict the reaction product. (3) The product is: [Cl:19][C:20]1[CH:25]=[C:24]([Cl:26])[CH:23]=[CH:22][C:21]=1[CH2:27][CH2:28][CH2:29][N:2]([CH3:1])[C@H:3]1[CH2:4][CH2:5][C@H:6]([C:9]2[CH:18]=[CH:17][C:12]3[NH:13][C:14](=[O:16])[O:15][C:11]=3[CH:10]=2)[CH2:7][CH2:8]1. Given the reactants [CH3:1][NH:2][C@H:3]1[CH2:8][CH2:7][C@H:6]([C:9]2[CH:18]=[CH:17][C:12]3[NH:13][C:14](=[O:16])[O:15][C:11]=3[CH:10]=2)[CH2:5][CH2:4]1.[Cl:19][C:20]1[CH:25]=[C:24]([Cl:26])[CH:23]=[CH:22][C:21]=1[CH2:27][CH2:28][CH:29]=O.Cl, predict the reaction product. (4) The product is: [CH3:14][O:15][C:16]1[CH:23]=[C:22]([C:1]2[CH:6]=[CH:5][CH:4]=[CH:3][CH:2]=2)[CH:21]=[CH:20][C:17]=1[CH:18]=[O:19]. Given the reactants [C:1]1(C)[CH:6]=[CH:5][CH:4]=[CH:3][CH:2]=1.C(=O)([O-])[O-].[Na+].[Na+].[CH3:14][O:15][C:16]1[CH:23]=[C:22](Br)[CH:21]=[CH:20][C:17]=1[CH:18]=[O:19].C1(B(O)O)C=CC=CC=1, predict the reaction product. (5) Given the reactants CCN(C(C)C)C(C)C.C1C=CC2N(O)N=NC=2C=1.CCN=C=NCCCN(C)C.[F:31][C:32]1[CH:33]=[C:34]([N:38]2[CH:42]=[C:41]([C:43]([OH:45])=O)[N:40]=[N:39]2)[CH:35]=[CH:36][CH:37]=1.FC1C=C(C=CC=1)N.Cl.[NH2:55][CH2:56][C:57]([N:59]1[CH2:64][CH2:63][N:62]([C:65](=[O:75])[C:66]2[CH:71]=[C:70]([F:72])[C:69]([F:73])=[C:68]([F:74])[CH:67]=2)[CH2:61][CH2:60]1)=[O:58].FC1C=C(C=C(F)C=1F)C(O)=O, predict the reaction product. The product is: [O:58]=[C:57]([N:59]1[CH2:64][CH2:63][N:62]([C:65](=[O:75])[C:66]2[CH:67]=[C:68]([F:74])[C:69]([F:73])=[C:70]([F:72])[CH:71]=2)[CH2:61][CH2:60]1)[CH2:56][NH:55][C:43]([C:41]1[N:40]=[N:39][N:38]([C:34]2[CH:35]=[CH:36][CH:37]=[C:32]([F:31])[CH:33]=2)[CH:42]=1)=[O:45].